Dataset: Reaction yield outcomes from USPTO patents with 853,638 reactions. Task: Predict the reaction yield, written as a fraction of the theoretical maximum amount of product (1.0 means a 100% yield; for example, 0.34 means a 34% yield). (1) The reactants are [Br:1][C:2]1[C:3]([F:13])=[C:4]2[C:9](=[CH:10][CH:11]=1)[CH2:8][C:7](=O)[CH2:6][CH2:5]2.[NH:14]1[CH2:19][CH2:18][O:17][CH2:16][CH2:15]1.C(O)(=O)C.[Na].C(=O)([O-])[O-].[K+].[K+]. The catalyst is ClCCl. The product is [Br:1][C:2]1[C:3]([F:13])=[C:4]2[C:9](=[CH:10][CH:11]=1)[CH2:8][CH:7]([N:14]1[CH2:19][CH2:18][O:17][CH2:16][CH2:15]1)[CH2:6][CH2:5]2. The yield is 0.570. (2) The reactants are C([O:3][C:4]([C:6]1[C:7]([CH3:17])=[N:8][C:9]([NH:13][CH2:14][C:15]#[CH:16])=[N:10][C:11]=1[CH3:12])=[O:5])C.O.[OH-].[Li+].OS([O-])(=O)=O.[K+]. The catalyst is O1CCOCC1.O. The product is [CH3:12][C:11]1[C:6]([C:4]([OH:5])=[O:3])=[C:7]([CH3:17])[N:8]=[C:9]([NH:13][CH2:14][C:15]#[CH:16])[N:10]=1. The yield is 0.710.